From a dataset of Reaction yield outcomes from USPTO patents with 853,638 reactions. Predict the reaction yield, written as a fraction of the theoretical maximum amount of product (1.0 means a 100% yield; for example, 0.34 means a 34% yield). The reactants are C(S[C:9]1[CH:10]=[C:11]2[C:16](=[CH:17][CH:18]=1)[N:15]([C@@H]1CCCC[C@H]1O)[C:14](=[O:26])[CH:13]=[CH:12]2)C1C=CC=CC=1.C[Si]([N-][Si](C)(C)C)(C)C.[K+].O1CCCC1.IC.[Cl-].[NH4+]. The catalyst is CCOC(C)=O. The product is [NH:15]1[C:16]2[C:11](=[CH:10][CH:9]=[CH:18][CH:17]=2)[CH:12]=[CH:13][C:14]1=[O:26]. The yield is 0.760.